This data is from Forward reaction prediction with 1.9M reactions from USPTO patents (1976-2016). The task is: Predict the product of the given reaction. (1) Given the reactants Cl[C:2]1[CH:18]=[CH:17][C:5]([C:6]([NH:8][CH2:9][CH2:10][N:11]2[CH2:16][CH2:15][CH2:14][CH2:13][CH2:12]2)=[O:7])=[C:4]([NH:19][CH2:20][CH3:21])[N:3]=1.CC1(C)C(C)(C)OB([C:30]2[CH:36]=[CH:35][C:33]([NH2:34])=[CH:32][CH:31]=2)O1.COCCOC.C([O-])(O)=O.[Na+], predict the reaction product. The product is: [NH2:34][C:33]1[CH:35]=[CH:36][C:30]([C:2]2[CH:18]=[CH:17][C:5]([C:6]([NH:8][CH2:9][CH2:10][N:11]3[CH2:16][CH2:15][CH2:14][CH2:13][CH2:12]3)=[O:7])=[C:4]([NH:19][CH2:20][CH3:21])[N:3]=2)=[CH:31][CH:32]=1. (2) Given the reactants [CH3:1][C:2]1[O:3][C:4]([C:9]2[CH2:13][C:12]([C:18]3[CH:23]=[C:22]([Cl:24])[C:21]([Cl:25])=[C:20]([Cl:26])[CH:19]=3)([C:14]([F:17])([F:16])[F:15])[O:11][N:10]=2)=[CH:5][C:6]=1[CH:7]=O.[CH:27]1([C:30]([NH2:32])=[O:31])[CH2:29][CH2:28]1.FC(F)(F)C(O)=O.C([SiH](CC)CC)C, predict the reaction product. The product is: [CH3:1][C:2]1[O:3][C:4]([C:9]2[CH2:13][C:12]([C:18]3[CH:19]=[C:20]([Cl:26])[C:21]([Cl:25])=[C:22]([Cl:24])[CH:23]=3)([C:14]([F:16])([F:15])[F:17])[O:11][N:10]=2)=[CH:5][C:6]=1[CH2:7][NH:32][C:30]([CH:27]1[CH2:29][CH2:28]1)=[O:31]. (3) Given the reactants [NH2:1][C:2]1[C:3]([NH:9][CH2:10][C@H:11]([NH:15][C:16]([O:18][C:19]([CH3:22])([CH3:21])[CH3:20])=[O:17])[C:12](O)=[O:13])=[N:4][CH:5]=[N:6][C:7]=1[Cl:8].CN(C(ON1N=NC2C=CC=NC1=2)=[N+](C)C)C.F[P-](F)(F)(F)(F)F.CCN(C(C)C)C(C)C.O, predict the reaction product. The product is: [C:19]([O:18][C:16](=[O:17])[NH:15][C@H:11]1[CH2:10][NH:9][C:3]2[N:4]=[CH:5][N:6]=[C:7]([Cl:8])[C:2]=2[NH:1][C:12]1=[O:13])([CH3:22])([CH3:21])[CH3:20]. (4) Given the reactants [F:1][C:2]1[CH:9]=[CH:8][C:5]([CH:6]=[O:7])=[CH:4][CH:3]=1.[N+:10]([O-])([OH:12])=[O:11], predict the reaction product. The product is: [F:1][C:2]1[CH:9]=[CH:8][C:5]([CH:6]=[O:7])=[CH:4][C:3]=1[N+:10]([O-:12])=[O:11]. (5) Given the reactants [N+:1]([C:4]1[CH:22]=[CH:21][C:7]([C:8]([NH:10][NH:11][C:12](=O)[CH2:13][CH2:14][CH2:15][C:16]([O:18][CH3:19])=[O:17])=O)=[CH:6][CH:5]=1)([O-:3])=[O:2].COC1C=CC(P2(SP(C3C=CC(OC)=CC=3)(=S)S2)=[S:32])=CC=1.C(=O)(O)[O-].[Na+], predict the reaction product. The product is: [N+:1]([C:4]1[CH:22]=[CH:21][C:7]([C:8]2[S:32][C:12]([CH2:13][CH2:14][CH2:15][C:16]([O:18][CH3:19])=[O:17])=[N:11][N:10]=2)=[CH:6][CH:5]=1)([O-:3])=[O:2]. (6) Given the reactants Cl[C:2]1[C:7]([C:8]#[N:9])=[C:6]([C:10]2[CH:15]=[CH:14][C:13]([F:16])=[CH:12][C:11]=2[CH3:17])[CH:5]=[C:4]([N:18]2[CH2:23][CH2:22][S:21](=[O:25])(=[O:24])[CH2:20][CH2:19]2)[N:3]=1.C(N(CC)CC)C, predict the reaction product. The product is: [C:8]([C:7]1[C:6]([C:10]2[CH:15]=[CH:14][C:13]([F:16])=[CH:12][C:11]=2[CH3:17])=[CH:5][C:4]([N:18]2[CH2:23][CH2:22][S:21](=[O:24])(=[O:25])[CH2:20][CH2:19]2)=[N:3][CH:2]=1)#[N:9]. (7) Given the reactants Br[C:2]1[C:3]([N:22]2[CH2:26][CH2:25][CH2:24][CH2:23]2)=[N:4][CH:5]=[C:6]([CH:21]=1)[C:7]([NH:9][C:10]1[CH:15]=[CH:14][C:13]([O:16][C:17]([F:20])([F:19])[F:18])=[CH:12][CH:11]=1)=[O:8].[OH:27][CH2:28][C:29]1[N:34]=[CH:33][C:32](B(O)O)=[CH:31][CH:30]=1, predict the reaction product. The product is: [OH:27][CH2:28][C:29]1[N:34]=[CH:33][C:32]([C:2]2[C:3]([N:22]3[CH2:26][CH2:25][CH2:24][CH2:23]3)=[N:4][CH:5]=[C:6]([C:7]([NH:9][C:10]3[CH:15]=[CH:14][C:13]([O:16][C:17]([F:20])([F:19])[F:18])=[CH:12][CH:11]=3)=[O:8])[CH:21]=2)=[CH:31][CH:30]=1.